This data is from Reaction yield outcomes from USPTO patents with 853,638 reactions. The task is: Predict the reaction yield, written as a fraction of the theoretical maximum amount of product (1.0 means a 100% yield; for example, 0.34 means a 34% yield). (1) The reactants are [F:1][C:2]1[C:3]([NH:12][C:13]2[CH:18]=[CH:17][C:16]([I:19])=[CH:15][C:14]=2[F:20])=[C:4]([CH:8]=[CH:9][C:10]=1[F:11])[C:5]([OH:7])=O.C1CN([P+](ON2N=NC3C=CC=CC2=3)(N2CCCC2)N2CCCC2)CC1.F[P-](F)(F)(F)(F)F.Cl.[NH:55]1[CH2:58][CH:57]([OH:59])[CH2:56]1.CCN(C(C)C)C(C)C. The catalyst is CN(C=O)C. The product is [F:1][C:2]1[C:3]([NH:12][C:13]2[CH:18]=[CH:17][C:16]([I:19])=[CH:15][C:14]=2[F:20])=[C:4]([C:5]([N:55]2[CH2:58][CH:57]([OH:59])[CH2:56]2)=[O:7])[CH:8]=[CH:9][C:10]=1[F:11]. The yield is 0.870. (2) The reactants are [NH2:1][C:2]1[N:7]=[C:6]([NH:8][C@@H:9]2[CH2:14][CH2:13][C@H:12]([O:15][CH2:16][CH2:17][OH:18])[CH2:11][CH2:10]2)[C:5](Br)=[C:4]([CH3:20])[N:3]=1.[C:21]([O:25][CH2:26][CH3:27])(=[O:24])[CH:22]=[CH2:23]. The catalyst is C(N(CC)CC)C.C1C=CC(P(C2C=CC=CC=2)C2C=CC=CC=2)=CC=1.C1C=CC(P(C2C=CC=CC=2)C2C=CC=CC=2)=CC=1.C1C=CC(P(C2C=CC=CC=2)C2C=CC=CC=2)=CC=1.C1C=CC(P(C2C=CC=CC=2)C2C=CC=CC=2)=CC=1.[Pd]. The product is [NH2:1][C:2]1[N:7]=[C:6]([NH:8][C@H:9]2[CH2:14][CH2:13][C@@H:12]([O:15][CH2:16][CH2:17][OH:18])[CH2:11][CH2:10]2)[C:5](/[CH:23]=[CH:22]/[C:21]([O:25][CH2:26][CH3:27])=[O:24])=[C:4]([CH3:20])[N:3]=1. The yield is 0.840. (3) The reactants are [CH3:1][N:2]1[CH:6]=[C:5]([C:7]([OH:9])=O)[C:4](=[O:10])[N:3]1[C:11]1[CH:16]=[CH:15][CH:14]=[CH:13][CH:12]=1.[NH2:17][C:18]1[CH:39]=[CH:38][C:21]([O:22][C:23]2[CH:24]=[CH:25][C:26]3[N:27]([CH:29]=[C:30]([NH:32][C:33]([CH:35]4[CH2:37][CH2:36]4)=[O:34])[N:31]=3)[CH:28]=2)=[C:20]([F:40])[CH:19]=1.CN(C(ON1N=NC2C=CC=NC1=2)=[N+](C)C)C.F[P-](F)(F)(F)(F)F.C(N(C(C)C)CC)(C)C. The catalyst is CN(C)C=O. The product is [CH:35]1([C:33]([NH:32][C:30]2[N:31]=[C:26]3[CH:25]=[CH:24][C:23]([O:22][C:21]4[CH:38]=[CH:39][C:18]([NH:17][C:7]([C:5]5[C:4](=[O:10])[N:3]([C:11]6[CH:16]=[CH:15][CH:14]=[CH:13][CH:12]=6)[N:2]([CH3:1])[CH:6]=5)=[O:9])=[CH:19][C:20]=4[F:40])=[CH:28][N:27]3[CH:29]=2)=[O:34])[CH2:36][CH2:37]1. The yield is 0.150. (4) The reactants are [C:1]([C:5]1[CH:24]=[CH:23][CH:22]=[CH:21][C:6]=1[O:7][CH:8]1[CH2:11][N:10]([C:12]([C:14]2[CH:19]=[CH:18][C:17]([OH:20])=[CH:16][CH:15]=2)=[O:13])[CH2:9]1)([CH3:4])([CH3:3])[CH3:2].C(=O)([O-])[O-].[K+].[K+].Br[CH2:32][C:33]([O:35][CH3:36])=[O:34]. The catalyst is CN(C=O)C. The product is [C:1]([C:5]1[CH:24]=[CH:23][CH:22]=[CH:21][C:6]=1[O:7][CH:8]1[CH2:9][N:10]([C:12]([C:14]2[CH:15]=[CH:16][C:17]([O:20][CH2:32][C:33]([O:35][CH3:36])=[O:34])=[CH:18][CH:19]=2)=[O:13])[CH2:11]1)([CH3:4])([CH3:2])[CH3:3]. The yield is 0.690. (5) The reactants are [Br:1][C:2]1[CH:3]=[C:4]([C:18]([O:20][CH3:21])=[O:19])[C:5]2[NH:6][C:7]3[CH:8]=[C:9]([N+:15]([O-])=O)[CH:10]=[CH:11][C:12]=3[C:13]=2[N:14]=1. The catalyst is [Ni].C1COCC1. The product is [NH2:15][C:9]1[CH:10]=[CH:11][C:12]2[C:13]3[N:14]=[C:2]([Br:1])[CH:3]=[C:4]([C:18]([O:20][CH3:21])=[O:19])[C:5]=3[NH:6][C:7]=2[CH:8]=1. The yield is 0.730.